Dataset: Full USPTO retrosynthesis dataset with 1.9M reactions from patents (1976-2016). Task: Predict the reactants needed to synthesize the given product. (1) Given the product [OH:8][N:9]1[C:14]2[N:15]=[CH:16][N:17]=[CH:18][C:13]=2[C:12]([NH:19][CH2:20][C:21]2[CH:26]=[CH:25][CH:24]=[CH:23][N:22]=2)=[CH:11][C:10]1=[O:27], predict the reactants needed to synthesize it. The reactants are: C([O:8][N:9]1[C:14]2[N:15]=[CH:16][N:17]=[CH:18][C:13]=2[C:12]([NH:19][CH2:20][C:21]2[CH:26]=[CH:25][CH:24]=[CH:23][N:22]=2)=[CH:11][C:10]1=[O:27])C1C=CC=CC=1.[H][H]. (2) Given the product [Cl:34][C:35]1[CH:36]=[C:37]([C:2]2[CH:3]=[CH:4][C:5]([NH:8][CH2:9][C:10]3[CH:15]=[CH:14][CH:13]=[CH:12][C:11]=3[C:16]3[CH:17]=[CH:18][C:19]([C:22]([NH:24][CH2:25][CH2:26][C:27]([O:29][C:30]([CH3:32])([CH3:31])[CH3:33])=[O:28])=[O:23])=[N:20][CH:21]=3)=[CH:6][CH:7]=2)[CH:38]=[CH:39][C:40]=1[Cl:41], predict the reactants needed to synthesize it. The reactants are: Br[C:2]1[CH:7]=[CH:6][C:5]([NH:8][CH2:9][C:10]2[CH:15]=[CH:14][CH:13]=[CH:12][C:11]=2[C:16]2[CH:17]=[CH:18][C:19]([C:22]([NH:24][CH2:25][CH2:26][C:27]([O:29][C:30]([CH3:33])([CH3:32])[CH3:31])=[O:28])=[O:23])=[N:20][CH:21]=2)=[CH:4][CH:3]=1.[Cl:34][C:35]1[CH:36]=[C:37](B(O)O)[CH:38]=[CH:39][C:40]=1[Cl:41].C([O-])([O-])=O.[K+].[K+].O. (3) Given the product [N+:38]([C:41]1[C:42]2[NH:48][C:3]([CH2:2][NH2:1])=[N:44][C:43]=2[CH:45]=[CH:46][CH:47]=1)([O-:40])=[O:39], predict the reactants needed to synthesize it. The reactants are: [NH:1](C(OCC1C2C(=CC=CC=2)C2C1=CC=CC=2)=O)[CH2:2][C:3](O)=O.CN1CCOCC1.ClC(OCC(C)C)=O.[N+:38]([C:41]1[C:42]([NH2:48])=[C:43]([CH:45]=[CH:46][CH:47]=1)[NH2:44])([O-:40])=[O:39].N1CCCCC1. (4) Given the product [CH2:30]([NH:31][C:2]1[C:3]([C:16]2[CH:21]=[CH:20][CH:19]=[CH:18][CH:17]=2)=[N:4][C:5]2[C:10]([N:11]=1)=[CH:9][C:8]([C:12]([O:14][CH3:15])=[O:13])=[CH:7][CH:6]=2)[CH2:29][C:23]1[CH:28]=[CH:27][CH:26]=[CH:25][CH:24]=1, predict the reactants needed to synthesize it. The reactants are: Br[C:2]1[C:3]([C:16]2[CH:21]=[CH:20][CH:19]=[CH:18][CH:17]=2)=[N:4][C:5]2[C:10]([N:11]=1)=[CH:9][C:8]([C:12]([O:14][CH3:15])=[O:13])=[CH:7][CH:6]=2.Cl.[C:23]1([CH2:29][CH2:30][NH2:31])[CH:28]=[CH:27][CH:26]=[CH:25][CH:24]=1.C(=O)([O-])[O-].[K+].[K+]. (5) The reactants are: [F:1][C:2]1[CH:7]=[CH:6][C:5]([OH:8])=[CH:4][CH:3]=1.Cl[C:10]1[C:19]2[C:14](=[CH:15][CH:16]=[CH:17][CH:18]=2)[CH:13]=[C:12]([NH:20][C:21]2[CH:25]=[C:24]([CH3:26])[NH:23][N:22]=2)[N:11]=1. Given the product [F:1][C:2]1[CH:7]=[CH:6][C:5]([O:8][C:10]2[C:19]3[C:14](=[CH:15][CH:16]=[CH:17][CH:18]=3)[CH:13]=[C:12]([NH:20][C:21]3[CH:25]=[C:24]([CH3:26])[NH:23][N:22]=3)[N:11]=2)=[CH:4][CH:3]=1, predict the reactants needed to synthesize it. (6) Given the product [N:31]1[CH:32]=[CH:33][C:28]([N:8]2[CH2:7][CH2:6][C:5]3([CH2:1][N:2]([C:11]([O:13][C:14]([CH3:17])([CH3:16])[CH3:15])=[O:12])[CH2:3][CH2:4]3)[CH2:10][CH2:9]2)=[CH:29][CH:30]=1, predict the reactants needed to synthesize it. The reactants are: [CH2:1]1[C:5]2([CH2:10][CH2:9][NH:8][CH2:7][CH2:6]2)[CH2:4][CH2:3][N:2]1[C:11]([O:13][C:14]([CH3:17])([CH3:16])[CH3:15])=[O:12].C(N(C(C)C)C(C)C)C.Cl[C:28]1[CH:33]=[CH:32][N:31]=[CH:30][CH:29]=1.C(=O)(O)[O-].[Na+].